The task is: Predict the reactants needed to synthesize the given product.. This data is from Full USPTO retrosynthesis dataset with 1.9M reactions from patents (1976-2016). (1) Given the product [C:1]([C@@H:3]1[CH2:7][CH2:6][CH2:5][N:4]1[C:8]([C@@H:10]1[C@H:15]2[CH2:16][C@H:12]([C:13](=[O:17])[CH2:14]2)[N:11]1[C:18]([O:20][C:21]([CH3:24])([CH3:23])[CH3:22])=[O:19])=[O:9])#[N:2], predict the reactants needed to synthesize it. The reactants are: [C:1]([C@@H:3]1[CH2:7][CH2:6][CH2:5][N:4]1[C:8]([C@@H:10]1[C@H:15]2[CH2:16][C@H:12]([C@H:13]([OH:17])[CH2:14]2)[N:11]1[C:18]([O:20][C:21]([CH3:24])([CH3:23])[CH3:22])=[O:19])=[O:9])#[N:2].C(=O)([O-])O.[Na+].CC(OI1(OC(C)=O)(OC(C)=O)OC(=O)C2C=CC=CC1=2)=O. (2) Given the product [C:4]([O:8][C:9]([N:11]1[CH2:16][CH2:15][N:14]([C:17]([O:19][C:20]([CH3:23])([CH3:22])[CH3:21])=[O:18])[CH2:13][C@@H:12]1[CH2:24][C@@H:25]([OH:26])[CH3:1])=[O:10])([CH3:7])([CH3:6])[CH3:5].[C:4]([O:8][C:9]([N:11]1[CH2:16][CH2:15][N:14]([C:17]([O:19][C:20]([CH3:23])([CH3:22])[CH3:21])=[O:18])[CH2:13][C@@H:12]1[CH2:24][C@H:25]([OH:26])[CH3:1])=[O:10])([CH3:7])([CH3:6])[CH3:5], predict the reactants needed to synthesize it. The reactants are: [CH3:1][Mg]Br.[C:4]([O:8][C:9]([N:11]1[CH2:16][CH2:15][N:14]([C:17]([O:19][C:20]([CH3:23])([CH3:22])[CH3:21])=[O:18])[CH2:13][CH:12]1[CH2:24][CH:25]=[O:26])=[O:10])([CH3:7])([CH3:6])[CH3:5].